Dataset: Peptide-MHC class I binding affinity with 185,985 pairs from IEDB/IMGT. Task: Regression. Given a peptide amino acid sequence and an MHC pseudo amino acid sequence, predict their binding affinity value. This is MHC class I binding data. (1) The peptide sequence is MGKTITDVK. The MHC is HLA-A11:01 with pseudo-sequence HLA-A11:01. The binding affinity (normalized) is 0.442. (2) The peptide sequence is EELKSLFNTV. The MHC is HLA-B08:02 with pseudo-sequence HLA-B08:02. The binding affinity (normalized) is 0.0847. (3) The peptide sequence is LLAMTFWPA. The MHC is HLA-A02:12 with pseudo-sequence HLA-A02:12. The binding affinity (normalized) is 0.898. (4) The peptide sequence is EKYCVLEI. The MHC is H-2-Kb with pseudo-sequence H-2-Kb. The binding affinity (normalized) is 0.0735. (5) The peptide sequence is KYEALIKLL. The MHC is HLA-A30:02 with pseudo-sequence HLA-A30:02. The binding affinity (normalized) is 0.149. (6) The peptide sequence is CPRIFSHSF. The MHC is HLA-A80:01 with pseudo-sequence HLA-A80:01. The binding affinity (normalized) is 0.0847. (7) The peptide sequence is AVINTTCNY. The MHC is HLA-A02:01 with pseudo-sequence HLA-A02:01. The binding affinity (normalized) is 0.114. (8) The peptide sequence is TISSESLVY. The MHC is HLA-A30:01 with pseudo-sequence HLA-A30:01. The binding affinity (normalized) is 0. (9) The peptide sequence is SDYLELKTI. The MHC is Patr-B2401 with pseudo-sequence Patr-B2401. The binding affinity (normalized) is 0.608. (10) The peptide sequence is YVADALAAF. The binding affinity (normalized) is 0.790. The MHC is Patr-B1301 with pseudo-sequence Patr-B1301.